Dataset: Full USPTO retrosynthesis dataset with 1.9M reactions from patents (1976-2016). Task: Predict the reactants needed to synthesize the given product. (1) Given the product [C:1]([O:5][C:6]([C:8]1[N:9]=[CH:10][C:11]([C:14]([OH:16])=[O:15])=[N:12][CH:13]=1)=[O:7])([CH3:4])([CH3:2])[CH3:3], predict the reactants needed to synthesize it. The reactants are: [C:1]([O:5][C:6]([C:8]1[N:9]=[CH:10][C:11]([C:14]([O:16]CC)=[O:15])=[N:12][CH:13]=1)=[O:7])([CH3:4])([CH3:3])[CH3:2].[OH-].[K+]. (2) Given the product [Cl:8][C:6]1[N:5]=[CH:4][N:3]=[C:2]([NH:16][CH2:15][C:14]2[CH:17]=[CH:18][C:11]([O:10][CH3:9])=[CH:12][CH:13]=2)[CH:7]=1, predict the reactants needed to synthesize it. The reactants are: Cl[C:2]1[CH:7]=[C:6]([Cl:8])[N:5]=[CH:4][N:3]=1.[CH3:9][O:10][C:11]1[CH:18]=[CH:17][C:14]([CH2:15][NH2:16])=[CH:13][CH:12]=1.C(N(CC)C(C)C)(C)C. (3) Given the product [CH3:8][O:9][C:10](=[O:23])[C@H:11]([CH:20]([CH3:22])[CH3:21])[NH:12][C:13](=[O:19])[C@H:14]([CH:16]([CH3:17])[CH3:18])[NH:15][C:42](=[O:43])[C@H:32]([CH2:33][O:34][CH2:35][C:36]1[CH:41]=[CH:40][CH:39]=[CH:38][CH:37]=1)[NH:31][C:29]([O:28][C:24]([CH3:27])([CH3:25])[CH3:26])=[O:30], predict the reactants needed to synthesize it. The reactants are: FC(F)(F)C(O)=O.[CH3:8][O:9][C:10](=[O:23])[C@H:11]([CH:20]([CH3:22])[CH3:21])[NH:12][C:13](=[O:19])[C@H:14]([CH:16]([CH3:18])[CH3:17])[NH2:15].[C:24]([O:28][C:29]([NH:31][C@H:32]([C:42](O)=[O:43])[CH2:33][O:34][CH2:35][C:36]1[CH:41]=[CH:40][CH:39]=[CH:38][CH:37]=1)=[O:30])([CH3:27])([CH3:26])[CH3:25].C(N(CC)C(C)C)(C)C.C1C=C2N=NN(O)C2=CC=1.O.CCN=C=NCCCN(C)C.Cl. (4) Given the product [C:1]([O:24][C:25]1[CH:30]=[C:29]([C:54]([F:57])([F:56])[F:55])[CH:28]=[CH:27][C:26]=1[C:39]([O:41][CH2:42][CH3:43])=[O:40])(=[O:23])[CH2:2][CH2:3]/[CH:4]=[CH:5]\[CH2:6]/[CH:7]=[CH:8]\[CH2:9]/[CH:10]=[CH:11]\[CH2:12]/[CH:13]=[CH:14]\[CH2:15]/[CH:16]=[CH:17]\[CH2:18]/[CH:19]=[CH:20]\[CH2:21][CH3:22], predict the reactants needed to synthesize it. The reactants are: [C:1]([O:24][C:25]1[CH:30]=[CH:29][C:28](C2C=CC(F)=CC=2F)=[CH:27][C:26]=1[C:39]([O:41][CH2:42][CH3:43])=[O:40])(=[O:23])[CH2:2][CH2:3]/[CH:4]=[CH:5]\[CH2:6]/[CH:7]=[CH:8]\[CH2:9]/[CH:10]=[CH:11]\[CH2:12]/[CH:13]=[CH:14]\[CH2:15]/[CH:16]=[CH:17]\[CH2:18]/[CH:19]=[CH:20]\[CH2:21][CH3:22].OC1C=C([C:54]([F:57])([F:56])[F:55])C=CC=1C(O)=O. (5) Given the product [Br:1][C:2]1[NH:3][C:4](=[O:17])[CH:5]=[C:6]([NH:8][C:9](=[O:16])[C:10]([OH:15])([CH3:14])[CH2:11][CH2:12][CH3:13])[CH:7]=1, predict the reactants needed to synthesize it. The reactants are: [Br:1][C:2]1[CH:7]=[C:6]([NH:8][C:9](=[O:16])[C:10]([OH:15])([CH3:14])[CH2:11][CH2:12][CH3:13])[CH:5]=[C:4]([O:17]C)[N:3]=1.